Dataset: Retrosynthesis with 50K atom-mapped reactions and 10 reaction types from USPTO. Task: Predict the reactants needed to synthesize the given product. (1) Given the product O=C(NC12CC3CC(CC(C#Cc4cnccn4)(C3)C1)C2)c1ccccn1, predict the reactants needed to synthesize it. The reactants are: NC12CC3CC(C1)CC(C#Cc1cnccn1)(C3)C2.O=C(O)c1ccccn1. (2) Given the product Cc1cccc(-c2c(CO)oc(=O)c3ccccc23)c1, predict the reactants needed to synthesize it. The reactants are: Cc1cccc(B(O)O)c1.O=c1oc(CO)c(Br)c2ccccc12. (3) Given the product Nc1c(F)cc(CCO)cc1F, predict the reactants needed to synthesize it. The reactants are: O=[N+]([O-])c1c(F)cc(CCO)cc1F. (4) Given the product CN(C)C(=O)c1ccc(NC(=O)[C@H]2C[C@@H](O[Si](C)(C)C(C)(C)C)CN2C(=O)OC(C)(C)C)c(F)c1, predict the reactants needed to synthesize it. The reactants are: CC(C)(C)OC(=O)N1C[C@H](O[Si](C)(C)C(C)(C)C)C[C@@H]1C(=O)O.CN(C)C(=O)c1ccc(N)c(F)c1. (5) Given the product CSCOc1ccc(Cl)cc1C=O, predict the reactants needed to synthesize it. The reactants are: CSCCl.O=Cc1cc(Cl)ccc1O. (6) Given the product COc1ccc(-c2cc(=O)c3c(OC)c(I)c(OC)cc3o2)cc1, predict the reactants needed to synthesize it. The reactants are: COS(=O)(=O)OC.COc1ccc(-c2cc(=O)c3c(O)c(I)c(OC)cc3o2)cc1. (7) Given the product O=[N+]([O-])CCc1ccc2c(c1)c1cc(Cl)cnc1n2S(=O)(=O)c1ccccc1, predict the reactants needed to synthesize it. The reactants are: O=[N+]([O-])C=Cc1ccc2c(c1)c1cc(Cl)cnc1n2S(=O)(=O)c1ccccc1. (8) Given the product CC(=O)NC[C@H]1CN(c2ccc(-c3ccc(CO[C@@H]4COc5nc([N+](=O)[O-])cn5C4)s3)c(F)c2)C(=O)O1, predict the reactants needed to synthesize it. The reactants are: CC(=O)NC[C@H]1CN(c2ccc(B3OC(C)(C)C(C)(C)O3)c(F)c2)C(=O)O1.O=[N+]([O-])c1cn2c(n1)OC[C@@H](OCc1ccc(Br)s1)C2. (9) Given the product COc1cc2c(cc1OCCCN1CCC(c3noc4cc(F)ccc34)CC1)CCCC2=O, predict the reactants needed to synthesize it. The reactants are: COc1cc2c(cc1OCCCCl)CCCC2=O.Fc1ccc2c(C3CCNCC3)noc2c1.